From a dataset of Peptide-MHC class I binding affinity with 185,985 pairs from IEDB/IMGT. Regression. Given a peptide amino acid sequence and an MHC pseudo amino acid sequence, predict their binding affinity value. This is MHC class I binding data. (1) The peptide sequence is VQGPGGSTY. The MHC is HLA-B58:01 with pseudo-sequence HLA-B58:01. The binding affinity (normalized) is 0.0847. (2) The peptide sequence is GQRVYSWVY. The MHC is HLA-A30:01 with pseudo-sequence HLA-A30:01. The binding affinity (normalized) is 0.378. (3) The peptide sequence is NHDFQALAL. The MHC is Mamu-A07 with pseudo-sequence Mamu-A07. The binding affinity (normalized) is 0.766.